Task: Predict the product of the given reaction.. Dataset: Forward reaction prediction with 1.9M reactions from USPTO patents (1976-2016) Given the reactants [Cl:1][C:2]1[CH:7]=[CH:6][CH:5]=[C:4]([Cl:8])[C:3]=1[C:9]1[CH:13]=[C:12]([C:14]2[CH:19]=[C:18]([NH:20][CH2:21][CH2:22][C:23](=[O:36])[CH:24]([NH:28][C:29](=[O:35])[O:30][C:31]([CH3:34])([CH3:33])[CH3:32])[CH:25]([CH3:27])[CH3:26])[CH:17]=[CH:16][N:15]=2)[O:11][N:10]=1.C(N(CC)CC)C.[Cl:44][CH:45]([Cl:49])[C:46](Cl)=[O:47], predict the reaction product. The product is: [Cl:44][CH:45]([Cl:49])[C:46]([N:20]([CH2:21][CH2:22][C:23](=[O:36])[CH:24]([NH:28][C:29](=[O:35])[O:30][C:31]([CH3:34])([CH3:33])[CH3:32])[CH:25]([CH3:27])[CH3:26])[C:18]1[CH:17]=[CH:16][N:15]=[C:14]([C:12]2[O:11][N:10]=[C:9]([C:3]3[C:2]([Cl:1])=[CH:7][CH:6]=[CH:5][C:4]=3[Cl:8])[CH:13]=2)[CH:19]=1)=[O:47].